From a dataset of Peptide-MHC class II binding affinity with 134,281 pairs from IEDB. Regression. Given a peptide amino acid sequence and an MHC pseudo amino acid sequence, predict their binding affinity value. This is MHC class II binding data. (1) The peptide sequence is EKKYFAATQFESLAA. The MHC is DRB1_1602 with pseudo-sequence DRB1_1602. The binding affinity (normalized) is 0.649. (2) The peptide sequence is QLGELYYAIHKASPV. The MHC is HLA-DPA10201-DPB11401 with pseudo-sequence HLA-DPA10201-DPB11401. The binding affinity (normalized) is 0.476. (3) The peptide sequence is GSMAKKGDEQKLRSA. The MHC is DRB1_1302 with pseudo-sequence DRB1_1302. The binding affinity (normalized) is 0.153. (4) The peptide sequence is KVSDDITYVATATLP. The MHC is DRB1_1101 with pseudo-sequence DRB1_1101. The binding affinity (normalized) is 0.373. (5) The peptide sequence is AKSSPAYPSVLGQTI. The MHC is HLA-DQA10101-DQB10501 with pseudo-sequence HLA-DQA10101-DQB10501. The binding affinity (normalized) is 0. (6) The binding affinity (normalized) is 0.353. The peptide sequence is GRRYELETNLQHRDG. The MHC is DRB4_0101 with pseudo-sequence DRB4_0103. (7) The peptide sequence is QEYHRLIHSLAKTNN. The MHC is DRB4_0101 with pseudo-sequence DRB4_0103. The binding affinity (normalized) is 0.507.